Dataset: Full USPTO retrosynthesis dataset with 1.9M reactions from patents (1976-2016). Task: Predict the reactants needed to synthesize the given product. (1) Given the product [CH2:15]([O:14][CH2:2][CH:3]1[N:9]2[C:10](=[O:13])[O:11][N:12]=[C:8]2[CH2:7][CH2:6][CH2:5][CH2:4]1)[CH3:16], predict the reactants needed to synthesize it. The reactants are: Br[CH2:2][CH:3]1[N:9]2[C:10](=[O:13])[O:11][N:12]=[C:8]2[CH2:7][CH2:6][CH2:5][CH2:4]1.[O-:14][CH2:15][CH3:16].[Na+]. (2) The reactants are: [CH3:1][C@@H:2]1[NH:7][C@H:6]([CH3:8])[CH2:5][N:4]([S:9]([C:12]2[CH:21]=[CH:20][C:19]3[C:14](=[CH:15][CH:16]=[CH:17][CH:18]=3)[CH:13]=2)(=[O:11])=[O:10])[CH2:3]1.C([O-])([O-])=O.[K+].[K+].[O:28]([CH2:35][C:36](Cl)=[O:37])[C:29]1[CH:34]=[CH:33][CH:32]=[CH:31][CH:30]=1. Given the product [CH3:8][C@H:6]1[CH2:5][N:4]([S:9]([C:12]2[CH:21]=[CH:20][C:19]3[C:14](=[CH:15][CH:16]=[CH:17][CH:18]=3)[CH:13]=2)(=[O:11])=[O:10])[CH2:3][C@@H:2]([CH3:1])[N:7]1[C:36](=[O:37])[CH2:35][O:28][C:29]1[CH:34]=[CH:33][CH:32]=[CH:31][CH:30]=1, predict the reactants needed to synthesize it.